This data is from Peptide-MHC class I binding affinity with 185,985 pairs from IEDB/IMGT. The task is: Regression. Given a peptide amino acid sequence and an MHC pseudo amino acid sequence, predict their binding affinity value. This is MHC class I binding data. (1) The peptide sequence is ISRQRLTKY. The MHC is HLA-A01:01 with pseudo-sequence HLA-A01:01. The binding affinity (normalized) is 0.472. (2) The peptide sequence is MTACDDGRR. The MHC is HLA-A02:06 with pseudo-sequence HLA-A02:06. The binding affinity (normalized) is 0.278. (3) The MHC is HLA-A30:02 with pseudo-sequence HLA-A30:02. The peptide sequence is VTRGAVLTY. The binding affinity (normalized) is 0. (4) The peptide sequence is IMANRAQVL. The MHC is HLA-B57:01 with pseudo-sequence HLA-B57:01. The binding affinity (normalized) is 0.0847. (5) The peptide sequence is YQVPFVQAF. The MHC is HLA-A02:01 with pseudo-sequence HLA-A02:01. The binding affinity (normalized) is 0.213.